This data is from Catalyst prediction with 721,799 reactions and 888 catalyst types from USPTO. The task is: Predict which catalyst facilitates the given reaction. (1) Reactant: [C:1]1([S:7]([C:10]2[CH:15]=[CH:14][C:13]([N+:16]([O-:18])=[O:17])=[C:12]([O:19]C)[CH:11]=2)(=[O:9])=[O:8])[CH:6]=[CH:5][CH:4]=[CH:3][CH:2]=1.B(Br)(Br)Br. Product: [C:1]1([S:7]([C:10]2[CH:15]=[CH:14][C:13]([N+:16]([O-:18])=[O:17])=[C:12]([OH:19])[CH:11]=2)(=[O:8])=[O:9])[CH:2]=[CH:3][CH:4]=[CH:5][CH:6]=1. The catalyst class is: 2. (2) Reactant: [O:1]1[CH2:3][CH:2]1[C:4]1[CH:9]=[CH:8][CH:7]=[CH:6][N+:5]=1[O-:10].[CH2:11]([NH:18][C@@H:19]([CH3:22])[CH2:20][OH:21])[C:12]1[CH:17]=[CH:16][CH:15]=[CH:14][CH:13]=1.C(=O)([O-])[O-].[K+].[K+]. Product: [CH2:11]([N:18]([C@@H:19]([CH3:22])[CH2:20][OH:21])[CH2:3][CH:2]([C:4]1[CH:9]=[CH:8][CH:7]=[CH:6][N+:5]=1[O-:10])[OH:1])[C:12]1[CH:17]=[CH:16][CH:15]=[CH:14][CH:13]=1. The catalyst class is: 8. (3) Reactant: [OH:1][C:2]1[C:9]([OH:10])=[CH:8][C:5]([C:6]#[N:7])=[CH:4][C:3]=1[C:11]#[N:12].C(=O)([O-])[O-].[K+].[K+].I[CH:20]([CH3:22])[CH3:21].[CH3:23]N(C=O)C.CCO[C:31]([CH3:33])=O. Product: [CH:20]([O:1][C:2]1[C:9]([O:10][CH:31]([CH3:33])[CH3:23])=[CH:8][C:5]([C:6]#[N:7])=[CH:4][C:3]=1[C:11]#[N:12])([CH3:22])[CH3:21]. The catalyst class is: 6. (4) Reactant: [CH3:1][O:2][C:3]1[CH:10]=[CH:9][C:6]([CH:7]=O)=[CH:5][N:4]=1.[NH2:11][C:12]1[CH:13]=[C:14]([CH2:20][OH:21])[CH:15]=[C:16]([O:18][CH3:19])[CH:17]=1. Product: [CH3:19][O:18][C:16]1[CH:15]=[C:14]([CH2:20][OH:21])[CH:13]=[C:12]([N:11]=[CH:7][C:6]2[CH:5]=[N:4][C:3]([O:2][CH3:1])=[CH:10][CH:9]=2)[CH:17]=1. The catalyst class is: 8. (5) Reactant: [N+:1]([C:4]1[CH:23]=[CH:22][CH:21]=[CH:20][C:5]=1[C:6]([NH:8][C:9]1[CH:14]=[CH:13][C:12]([Br:15])=[C:11]([C:16]([F:19])([F:18])[F:17])[CH:10]=1)=[O:7])([O-])=O.[H][H]. Product: [NH2:1][C:4]1[CH:23]=[CH:22][CH:21]=[CH:20][C:5]=1[C:6]([NH:8][C:9]1[CH:14]=[CH:13][C:12]([Br:15])=[C:11]([C:16]([F:19])([F:17])[F:18])[CH:10]=1)=[O:7]. The catalyst class is: 94. (6) Reactant: [CH2:1]([N:8]1[CH2:17][C:16]([CH3:19])([CH3:18])[NH:15][CH2:14][C:9]21[CH2:13][CH2:12][CH2:11][CH2:10]2)[C:2]1[CH:7]=[CH:6][CH:5]=[CH:4][CH:3]=1.[C:20](O[C:20]([O:22][C:23]([CH3:26])([CH3:25])[CH3:24])=[O:21])([O:22][C:23]([CH3:26])([CH3:25])[CH3:24])=[O:21]. Product: [C:23]([O:22][C:20]([N:15]1[CH2:14][C:9]2([CH2:10][CH2:11][CH2:12][CH2:13]2)[N:8]([CH2:1][C:2]2[CH:3]=[CH:4][CH:5]=[CH:6][CH:7]=2)[CH2:17][C:16]1([CH3:19])[CH3:18])=[O:21])([CH3:26])([CH3:25])[CH3:24]. The catalyst class is: 2.